This data is from Reaction yield outcomes from USPTO patents with 853,638 reactions. The task is: Predict the reaction yield, written as a fraction of the theoretical maximum amount of product (1.0 means a 100% yield; for example, 0.34 means a 34% yield). (1) The reactants are C(N(CC)C(C)C)(C)C.Cl[C:11](OC1C=CC([N+]([O-])=O)=CC=1)=[O:12].[NH2:23][C:24]1[CH:33]=[CH:32][C:31]([Cl:34])=[CH:30][C:25]=1[C:26]([O:28][CH3:29])=[O:27].[CH:35]([N:48]1[CH2:53][CH2:52][NH:51][CH2:50][CH2:49]1)([C:42]1[CH:47]=[CH:46][CH:45]=[CH:44][CH:43]=1)[C:36]1[CH:41]=[CH:40][CH:39]=[CH:38][CH:37]=1. The catalyst is C(OCC)(=O)C.C1COCC1.C(Cl)(Cl)Cl. The product is [Cl:34][C:31]1[CH:32]=[CH:33][C:24]([NH:23][C:11]([N:51]2[CH2:52][CH2:53][N:48]([CH:35]([C:42]3[CH:47]=[CH:46][CH:45]=[CH:44][CH:43]=3)[C:36]3[CH:41]=[CH:40][CH:39]=[CH:38][CH:37]=3)[CH2:49][CH2:50]2)=[O:12])=[C:25]([CH:30]=1)[C:26]([O:28][CH3:29])=[O:27]. The yield is 0.730. (2) The reactants are [N+:1]([C:4]1[CH:5]=[C:6](/[CH:10]=[CH:11]/[C:12](=[O:14])[CH3:13])[CH:7]=[CH:8][CH:9]=1)([O-])=O. The catalyst is CCOC(C)=O.[Pd]. The product is [NH2:1][C:4]1[CH:5]=[C:6]([CH2:10][CH2:11][C:12](=[O:14])[CH3:13])[CH:7]=[CH:8][CH:9]=1. The yield is 0.940. (3) The reactants are [NH2:1][C:2]1[C:3]([NH:9][C@@H:10]2[CH2:14][C@H:13]([CH2:15][OH:16])[C@@H:12]([OH:17])[C@H:11]2[OH:18])=[N:4][CH:5]=[N:6][C:7]=1[Cl:8].O.[C:20]1(C)[CH:25]=CC(S(O)(=O)=O)=C[CH:21]=1.[CH3:31]OC(OC)OC.CC(C)=O.COC(OC)(C)C.C(=O)(O)[O-].[Na+]. The catalyst is CN(C)C=O. The product is [Cl:8][C:7]1[N:6]=[CH:5][N:4]=[C:3]2[C:2]=1[N:1]=[CH:31][N:9]2[C@H:10]1[C@@H:11]2[O:18][C:20]([CH3:25])([CH3:21])[O:17][C@@H:12]2[C@@H:13]([CH2:15][OH:16])[CH2:14]1. The yield is 0.530. (4) The reactants are [C:1]([O:5][C:6]([N:8]1[CH2:14][CH2:13][C:12]2[C:15]([SH:20])=[C:16]([Cl:19])[CH:17]=[CH:18][C:11]=2[CH2:10][CH2:9]1)=[O:7])([CH3:4])([CH3:3])[CH3:2].[H-].[Na+].[F:23][C:24]1[CH:29]=[CH:28][C:27]([CH:30](Br)[CH3:31])=[CH:26][CH:25]=1.O. The catalyst is CN(C=O)C. The product is [C:1]([O:5][C:6]([N:8]1[CH2:14][CH2:13][C:12]2[C:15]([S:20][CH:30]([C:27]3[CH:28]=[CH:29][C:24]([F:23])=[CH:25][CH:26]=3)[CH3:31])=[C:16]([Cl:19])[CH:17]=[CH:18][C:11]=2[CH2:10][CH2:9]1)=[O:7])([CH3:4])([CH3:2])[CH3:3]. The yield is 0.840. (5) The reactants are CC(OC)(C)C.[C:7]1(=[O:13])[NH:12][CH2:11][CH2:10][CH2:9][CH2:8]1.[OH-].[Na+].[Cl:16][C:17]1[CH:18]=[C:19]([CH:22]=[CH:23][C:24]=1[F:25])[CH2:20]Br. The catalyst is S([O-])(O)(=O)=O.C([N+](CCCC)(CCCC)CCCC)CCC.O. The product is [Cl:16][C:17]1[CH:18]=[C:19]([CH:22]=[CH:23][C:24]=1[F:25])[CH2:20][N:12]1[CH2:11][CH2:10][CH2:9][CH2:8][C:7]1=[O:13]. The yield is 0.990.